Dataset: Forward reaction prediction with 1.9M reactions from USPTO patents (1976-2016). Task: Predict the product of the given reaction. Given the reactants [C:1]([O:5][C:6]([N:8]([O:26][C:27]([O:29][C:30]([CH3:33])([CH3:32])[CH3:31])=[O:28])[C:9]1([CH3:25])[C:13](=[O:14])[N:12]([CH3:15])[N:11]=[C:10]1[C:16]1[CH:24]=[CH:23][C:19]([C:20]([OH:22])=O)=[CH:18][CH:17]=1)=[O:7])([CH3:4])([CH3:3])[CH3:2].Cl.[F:35][C:36]1([F:42])[CH2:41][CH2:40][NH:39][CH2:38][CH2:37]1, predict the reaction product. The product is: [C:1]([O:5][C:6]([N:8]([O:26][C:27]([O:29][C:30]([CH3:32])([CH3:31])[CH3:33])=[O:28])[C:9]1([CH3:25])[C:13](=[O:14])[N:12]([CH3:15])[N:11]=[C:10]1[C:16]1[CH:17]=[CH:18][C:19]([C:20]([N:39]2[CH2:40][CH2:41][C:36]([F:42])([F:35])[CH2:37][CH2:38]2)=[O:22])=[CH:23][CH:24]=1)=[O:7])([CH3:4])([CH3:3])[CH3:2].